From a dataset of Catalyst prediction with 721,799 reactions and 888 catalyst types from USPTO. Predict which catalyst facilitates the given reaction. (1) Reactant: Br[C:2]1[N:3]=[CH:4][S:5][CH:6]=1.[C:7]([N:9]1[C:17]2[CH:16]=[CH:15][C:14]([CH3:18])=[CH:13][C:12]=2[C:11]2[CH2:19][N:20]([CH3:23])[CH2:21][CH2:22][C:10]1=2)#[CH:8].O.O.O.[F-:27].C([N+](CCCC)(CCCC)CCCC)CCC. Product: [F:27][C:8]([C:2]1[N:3]=[CH:4][S:5][CH:6]=1)=[CH:7][N:9]1[C:17]2[CH:16]=[CH:15][C:14]([CH3:18])=[CH:13][C:12]=2[C:11]2[CH2:19][N:20]([CH3:23])[CH2:21][CH2:22][C:10]1=2. The catalyst class is: 6. (2) Product: [OH:14][CH:12]1[CH2:11][N:10]([CH3:18])[CH2:9][C:8]([NH:7][C:5](=[O:6])[C:4]2[C:25]([S:33][CH3:34])=[CH:26][C:27]([C:29]([F:30])([F:31])[F:32])=[CH:28][C:3]=2[O:2][CH3:1])([C:19]2[CH:24]=[CH:23][CH:22]=[CH:21][CH:20]=2)[CH2:13]1. Reactant: [CH3:1][O:2][C:3]1[CH:28]=[C:27]([C:29]([F:32])([F:31])[F:30])[CH:26]=[C:25]([S:33][CH3:34])[C:4]=1[C:5]([NH:7][C:8]1([C:19]2[CH:24]=[CH:23][CH:22]=[CH:21][CH:20]=2)[CH2:13][CH:12]([O:14]COC)[CH2:11][N:10]([CH3:18])[CH2:9]1)=[O:6].Cl. The catalyst class is: 5. (3) Reactant: C1C(N=C=S)=CC2C(OC3(C4C=CC(O)=CC=4OC4C=C(O)C=CC3=4)C=2C=1)=O.[CH3:29][CH2:30][CH2:31][CH2:32][CH2:33][CH2:34][CH2:35][CH2:36][CH2:37][CH2:38][CH2:39][CH2:40][CH2:41][CH2:42][CH2:43]/[C:44](/[NH:54][CH2:55][C:56]1[CH:61]=[CH:60][CH:59]=[CH:58][CH:57]=1)=[C:45]1/[C:46]([CH:48]([CH2:52][OH:53])[O:49][C:50]/1=[O:51])=[O:47]. Product: [CH3:29][CH2:30][CH2:31][CH2:32][CH2:33][CH2:34][CH2:35][CH2:36][CH2:37][CH2:38][CH2:39][CH2:40][CH2:41][CH2:42][CH2:43]/[C:44](/[NH:54][CH2:55][C:56]1[CH:57]=[CH:58][CH:59]=[CH:60][CH:61]=1)=[C:45]1/[C:46]([CH:48]([CH2:52][OH:53])[O:49][C:50]/1=[O:51])=[O:47]. The catalyst class is: 6. (4) Reactant: [CH3:13][C:12]([O:11][C:9](O[C:9]([O:11][C:12]([CH3:15])([CH3:14])[CH3:13])=[O:10])=[O:10])([CH3:15])[CH3:14].[Cl:16][C:17]1[CH:18]=[C:19]([C@@H:24]2[CH2:28][NH:27][CH2:26][C@H:25]2[C:29]([O:31][CH3:32])=[O:30])[CH:20]=[CH:21][C:22]=1[Cl:23]. Product: [Cl:16][C:17]1[CH:18]=[C:19]([C@@H:24]2[CH2:28][N:27]([C:9]([O:11][C:12]([CH3:13])([CH3:14])[CH3:15])=[O:10])[CH2:26][C@H:25]2[C:29]([O:31][CH3:32])=[O:30])[CH:20]=[CH:21][C:22]=1[Cl:23]. The catalyst class is: 1. (5) Reactant: [C:1]([O:5][C:6]([N:8]1[CH2:12][CH2:11][C@@H:10]([NH:13][C:14]2[CH:15]=[C:16]3[C:25](=[CH:26][C:27]=2Br)[O:24][CH2:23][C:22]2[N:17]3[C@H:18]([CH3:30])[C:19](=[O:29])[NH:20][N:21]=2)[CH2:9]1)=[O:7])([CH3:4])([CH3:3])[CH3:2].C([O-])([O-])=O.[K+].[K+].[CH2:37]([O:39]/[CH:40]=[CH:41]/B1OC(C)(C)C(C)(C)O1)[CH3:38]. Product: [C:1]([O:5][C:6]([N:8]1[CH2:12][CH2:11][C@@H:10]([NH:13][C:14]2[CH:15]=[C:16]3[C:25](=[CH:26][C:27]=2/[CH:38]=[CH:37]/[O:39][CH2:40][CH3:41])[O:24][CH2:23][C:22]2[N:17]3[C@H:18]([CH3:30])[C:19](=[O:29])[NH:20][N:21]=2)[CH2:9]1)=[O:7])([CH3:4])([CH3:3])[CH3:2]. The catalyst class is: 669. (6) Reactant: [OH-].[Na+].[CH3:3][O:4][C:5]1[CH:10]=[CH:9][CH:8]=[CH:7][C:6]=1[C:11]1[CH:16]=[CH:15][C:14]([C:17]([O:19]C)=[O:18])=[CH:13][C:12]=1[CH3:21]. Product: [CH3:3][O:4][C:5]1[CH:10]=[CH:9][CH:8]=[CH:7][C:6]=1[C:11]1[CH:16]=[CH:15][C:14]([C:17]([OH:19])=[O:18])=[CH:13][C:12]=1[CH3:21]. The catalyst class is: 14.